Dataset: Reaction yield outcomes from USPTO patents with 853,638 reactions. Task: Predict the reaction yield, written as a fraction of the theoretical maximum amount of product (1.0 means a 100% yield; for example, 0.34 means a 34% yield). The reactants are C([O:3][CH2:4][CH2:5][O:6][NH:7][C:8]([C:10]1[CH:15]=[CH:14][C:13](=[O:16])[N:12]([CH3:17])[C:11]=1[NH:18][C:19]1[CH:24]=[CH:23][C:22]([Br:25])=[CH:21][C:20]=1[F:26])=[O:9])=C.BrC1C=CC(NC2N(C)C(=O)C=CC=2C(O)=O)=C(F)C=1.C(OCCON)=C. No catalyst specified. The product is [OH:3][CH2:4][CH2:5][O:6][NH:7][C:8]([C:10]1[CH:15]=[CH:14][C:13](=[O:16])[N:12]([CH3:17])[C:11]=1[NH:18][C:19]1[CH:24]=[CH:23][C:22]([Br:25])=[CH:21][C:20]=1[F:26])=[O:9]. The yield is 0.600.